Dataset: Reaction yield outcomes from USPTO patents with 853,638 reactions. Task: Predict the reaction yield, written as a fraction of the theoretical maximum amount of product (1.0 means a 100% yield; for example, 0.34 means a 34% yield). The reactants are [CH:1]1([C:7]2[O:11][C:10]([CH3:12])=[C:9]([C:13]([OH:15])=O)[CH:8]=2)[CH2:6][CH2:5][CH2:4][CH2:3][CH2:2]1.[N:16]1([C:22]2[N:27]=[CH:26][C:25]([NH2:28])=[CH:24][CH:23]=2)[CH2:21][CH2:20][O:19][CH2:18][CH2:17]1.C(N(CC)CC)C.F[P-](F)(F)(F)(F)F.N1(O[P+](N(C)C)(N(C)C)N(C)C)C2C=CC=CC=2N=N1. The catalyst is CN(C=O)C.C(OCC)(=O)C. The product is [N:16]1([C:22]2[N:27]=[CH:26][C:25]([NH:28][C:13]([C:9]3[CH:8]=[C:7]([CH:1]4[CH2:2][CH2:3][CH2:4][CH2:5][CH2:6]4)[O:11][C:10]=3[CH3:12])=[O:15])=[CH:24][CH:23]=2)[CH2:21][CH2:20][O:19][CH2:18][CH2:17]1. The yield is 0.640.